This data is from Catalyst prediction with 721,799 reactions and 888 catalyst types from USPTO. The task is: Predict which catalyst facilitates the given reaction. Reactant: [Li+].C[Si]([N-][Si](C)(C)C)(C)C.[F:11][C:12]([F:25])([F:24])[C:13]1[CH:18]=[CH:17][C:16]([C:19]2[O:23][CH:22]=[N:21][CH:20]=2)=[CH:15][CH:14]=1.[Cl:26]C(Cl)(Cl)C(Cl)(Cl)Cl. Product: [Cl:26][C:22]1[O:23][C:19]([C:16]2[CH:15]=[CH:14][C:13]([C:12]([F:11])([F:24])[F:25])=[CH:18][CH:17]=2)=[CH:20][N:21]=1. The catalyst class is: 1.